The task is: Regression. Given a peptide amino acid sequence and an MHC pseudo amino acid sequence, predict their binding affinity value. This is MHC class I binding data.. This data is from Peptide-MHC class I binding affinity with 185,985 pairs from IEDB/IMGT. (1) The peptide sequence is YTGDSDSVI. The MHC is Patr-B0101 with pseudo-sequence Patr-B0101. The binding affinity (normalized) is 0.765. (2) The peptide sequence is YLKKWLNSF. The MHC is HLA-A80:01 with pseudo-sequence HLA-A80:01. The binding affinity (normalized) is 0.353. (3) The peptide sequence is RVIDPRRCLK. The MHC is HLA-A68:01 with pseudo-sequence HLA-A68:01. The binding affinity (normalized) is 0.692. (4) The peptide sequence is QIQAGNFHW. The MHC is HLA-B18:01 with pseudo-sequence HLA-B18:01. The binding affinity (normalized) is 0.0847. (5) The peptide sequence is TFMDHVLRY. The MHC is HLA-B45:06 with pseudo-sequence HLA-B45:06. The binding affinity (normalized) is 0.213.